Binary Classification. Given a T-cell receptor sequence (or CDR3 region) and an epitope sequence, predict whether binding occurs between them. From a dataset of TCR-epitope binding with 47,182 pairs between 192 epitopes and 23,139 TCRs. (1) The TCR CDR3 sequence is CASSLAELDGNTIYF. The epitope is LLLGIGILV. Result: 1 (the TCR binds to the epitope). (2) The epitope is NLNESLIDL. The TCR CDR3 sequence is CASSREGWLDTQYF. Result: 0 (the TCR does not bind to the epitope). (3) The epitope is GILGFVFTL. The TCR CDR3 sequence is CASSEISGTPQHF. Result: 1 (the TCR binds to the epitope). (4) The epitope is QARQMVQAMRTIGTHP. The TCR CDR3 sequence is CASSYRDSAKNIQYF. Result: 1 (the TCR binds to the epitope). (5) The TCR CDR3 sequence is CASSLSPDLNTEAFF. Result: 1 (the TCR binds to the epitope). The epitope is LPPAYTNSF.